Dataset: Full USPTO retrosynthesis dataset with 1.9M reactions from patents (1976-2016). Task: Predict the reactants needed to synthesize the given product. (1) Given the product [F:19][C:20]([F:29])([F:30])[C:21]1[CH:28]=[CH:27][C:24]([CH2:25][NH:26][C:3](=[O:4])[CH:2]([F:1])[CH2:6][C:7]2[CH:12]=[CH:11][C:10]([O:13][CH2:14][C:15]#[CH:16])=[C:9]([O:17][CH3:18])[CH:8]=2)=[CH:23][CH:22]=1, predict the reactants needed to synthesize it. The reactants are: [F:1][CH:2]([CH2:6][C:7]1[CH:12]=[CH:11][C:10]([O:13][CH2:14][C:15]#[CH:16])=[C:9]([O:17][CH3:18])[CH:8]=1)[C:3](Cl)=[O:4].[F:19][C:20]([F:30])([F:29])[C:21]1[CH:28]=[CH:27][C:24]([CH2:25][NH2:26])=[CH:23][CH:22]=1. (2) Given the product [Cl:1][C:2]1[CH:3]=[C:4]([C:10]2([C:27]([F:30])([F:28])[F:29])[CH2:14][CH2:13][N:12]([C:15]3[S:16][C:17]([CH2:24][OH:25])=[C:18]([C:20]([F:23])([F:22])[F:21])[N:19]=3)[CH2:11]2)[CH:5]=[C:6]([Cl:9])[C:7]=1[Cl:8], predict the reactants needed to synthesize it. The reactants are: [Cl:1][C:2]1[CH:3]=[C:4]([C:10]2([C:27]([F:30])([F:29])[F:28])[CH2:14][CH2:13][N:12]([C:15]3[S:16][C:17]([C:24](O)=[O:25])=[C:18]([C:20]([F:23])([F:22])[F:21])[N:19]=3)[CH2:11]2)[CH:5]=[C:6]([Cl:9])[C:7]=1[Cl:8].S(Cl)(Cl)=O. (3) The reactants are: [Cl:1][C:2]1[CH:17]=[CH:16][C:5]([C:6]([NH:8][C:9]2[CH:10]=[N:11][C:12]([OH:15])=[CH:13][CH:14]=2)=[O:7])=[CH:4][CH:3]=1.[CH3:18][N:19]([C:23]1[CH:28]=[CH:27][CH:26]=[CH:25][CH:24]=1)[C:20](Cl)=[O:21].N12CCN(CC1)CC2.CN(C)C=O. Given the product [Cl:1][C:2]1[CH:17]=[CH:16][C:5]([C:6]([NH:8][C:9]2[CH:14]=[CH:13][C:12]([O:15][C:20](=[O:21])[N:19]([CH3:18])[C:23]3[CH:28]=[CH:27][CH:26]=[CH:25][CH:24]=3)=[N:11][CH:10]=2)=[O:7])=[CH:4][CH:3]=1, predict the reactants needed to synthesize it. (4) Given the product [CH3:1][O:2][C:3]([C:4]1[CH:9]=[C:8]([N:37]2[CH2:36][CH2:35][CH:34]([NH:33][C:32]([O:31][C:27]([CH3:30])([CH3:29])[CH3:28])=[O:40])[CH2:39][CH2:38]2)[CH:7]=[N:6][C:5]=1[O:11][C:12]1[CH:17]=[CH:16][C:15]([O:18][C:19]2[CH:24]=[CH:23][CH:22]=[C:21]([F:25])[CH:20]=2)=[CH:14][CH:13]=1)=[O:26], predict the reactants needed to synthesize it. The reactants are: [CH3:1][O:2][C:3](=[O:26])[C:4]1[CH:9]=[C:8](I)[CH:7]=[N:6][C:5]=1[O:11][C:12]1[CH:17]=[CH:16][C:15]([O:18][C:19]2[CH:24]=[CH:23][CH:22]=[C:21]([F:25])[CH:20]=2)=[CH:14][CH:13]=1.[C:27]([O:31][C:32](=[O:40])[NH:33][CH:34]1[CH2:39][CH2:38][NH:37][CH2:36][CH2:35]1)([CH3:30])([CH3:29])[CH3:28].C(=O)([O-])[O-].[Cs+].[Cs+]. (5) Given the product [O:2]1[C:6]2[CH:7]=[CH:8][C:9]([C:11]3[CH:16]=[CH:15][C:14]([C:17]4[N:18]([CH2:23][C@@H:24]5[CH2:28][CH2:27][N:26]([C:43]([CH:38]6[CH2:42][CH2:41][CH2:40][CH2:39]6)=[O:44])[CH2:25]5)[C:19](=[O:22])[NH:20][N:21]=4)=[CH:13][CH:12]=3)=[CH:10][C:5]=2[CH:4]=[CH:3]1, predict the reactants needed to synthesize it. The reactants are: Cl.[O:2]1[C:6]2[CH:7]=[CH:8][C:9]([C:11]3[CH:16]=[CH:15][C:14]([C:17]4[N:18]([CH2:23][C@@H:24]5[CH2:28][CH2:27][NH:26][CH2:25]5)[C:19](=[O:22])[NH:20][N:21]=4)=[CH:13][CH:12]=3)=[CH:10][C:5]=2[CH:4]=[CH:3]1.CCN(C(C)C)C(C)C.[CH:38]1([C:43](Cl)=[O:44])[CH2:42][CH2:41][CH2:40][CH2:39]1. (6) The reactants are: [NH2:1][C:2]1[CH:11]=[C:10]([C:12]2[C:21]3[C:16](=[CH:17][C:18]([O:27][CH2:28][CH3:29])=[C:19]4[O:24][C:23]([CH3:26])([CH3:25])[CH2:22][C:20]4=3)[CH2:15][C:14]([CH3:31])([CH3:30])[N:13]=2)[CH:9]=[CH:8][C:3]=1[C:4]([NH:6][CH3:7])=[O:5].C(N(CC)CC)C.[C:39](Cl)(=[O:46])[C:40]1[CH:45]=[CH:44][CH:43]=[CH:42][CH:41]=1.C(=O)([O-])O.[Na+]. Given the product [C:39]([NH:1][C:2]1[CH:11]=[C:10]([C:12]2[C:21]3[C:16](=[CH:17][C:18]([O:27][CH2:28][CH3:29])=[C:19]4[O:24][C:23]([CH3:26])([CH3:25])[CH2:22][C:20]4=3)[CH2:15][C:14]([CH3:30])([CH3:31])[N:13]=2)[CH:9]=[CH:8][C:3]=1[C:4]([NH:6][CH3:7])=[O:5])(=[O:46])[C:40]1[CH:45]=[CH:44][CH:43]=[CH:42][CH:41]=1, predict the reactants needed to synthesize it. (7) Given the product [NH2:1][C:2]1[CH:3]=[C:4]2[C:8](=[CH:9][C:10]=1[N+:11]([O-:13])=[O:12])[C:7](=[O:14])[N:6]([CH:18]([CH3:23])[CH2:19][N:20]([CH3:22])[CH3:21])[C:5]2=[O:15], predict the reactants needed to synthesize it. The reactants are: [NH2:1][C:2]1[CH:3]=[C:4]2[C:8](=[CH:9][C:10]=1[N+:11]([O-:13])=[O:12])[C:7](=[O:14])[NH:6][C:5]2=[O:15].Cl.N[CH:18]([CH3:23])[CH2:19][N:20]([CH3:22])[CH3:21].N1C=CN=C1.CCN(CC)CC.